Dataset: Full USPTO retrosynthesis dataset with 1.9M reactions from patents (1976-2016). Task: Predict the reactants needed to synthesize the given product. (1) The reactants are: [NH2:1][C:2]1[C:11]([N+:12]([O-])=O)=[CH:10][C:9]2[C:4](=[CH:5][CH:6]=[C:7]([O:15][CH3:16])[CH:8]=2)[N:3]=1. Given the product [NH2:1][C:2]1[C:11]([NH2:12])=[CH:10][C:9]2[C:4](=[CH:5][CH:6]=[C:7]([O:15][CH3:16])[CH:8]=2)[N:3]=1, predict the reactants needed to synthesize it. (2) Given the product [CH3:15][C:11]1[C:10]2[C:14](=[C:6](/[CH:5]=[CH:4]/[C:3]([OH:16])=[O:2])[CH:7]=[CH:8][CH:9]=2)[NH:13][CH:12]=1, predict the reactants needed to synthesize it. The reactants are: C[O:2][C:3](=[O:16])/[CH:4]=[CH:5]/[C:6]1[CH:7]=[CH:8][CH:9]=[C:10]2[C:14]=1[NH:13][CH:12]=[C:11]2[CH3:15].Cl. (3) The reactants are: [OH:1][C@@H:2]1[C@H:6]([OH:7])[C@@H:5]([CH2:8][OH:9])[O:4][C@H:3]1[N:10]1[CH:18]=[N:17][C:16]2[C:11]1=[N:12][C:13]([C:34]([O:36]C)=O)=[N:14][C:15]=2[NH:19][CH2:20][CH:21]([C:28]1[CH:33]=[CH:32][CH:31]=[CH:30][CH:29]=1)[C:22]1[CH:27]=[CH:26][CH:25]=[CH:24][CH:23]=1.[CH2:38]([NH2:41])[CH2:39][NH2:40]. Given the product [NH2:40][CH2:39][CH2:38][NH:41][C:34]([C:13]1[N:12]=[C:11]2[C:16]([N:17]=[CH:18][N:10]2[C@H:3]2[C@H:2]([OH:1])[C@H:6]([OH:7])[C@@H:5]([CH2:8][OH:9])[O:4]2)=[C:15]([NH:19][CH2:20][CH:21]([C:28]2[CH:29]=[CH:30][CH:31]=[CH:32][CH:33]=2)[C:22]2[CH:27]=[CH:26][CH:25]=[CH:24][CH:23]=2)[N:14]=1)=[O:36], predict the reactants needed to synthesize it. (4) Given the product [K+:5].[CH3:7][N:8]1[C:15]2[CH:14]=[C:13]([C:16]([O-:18])=[O:17])[NH:12][C:11]=2[CH:10]=[CH:9]1, predict the reactants needed to synthesize it. The reactants are: C([O-])([O-])=O.[K+:5].[K+].[CH3:7][N:8]1[C:15]2[CH:14]=[C:13]([C:16]([OH:18])=[O:17])[NH:12][C:11]=2[CH:10]=[CH:9]1. (5) Given the product [CH2:53]([N:50]([CH2:51][CH3:52])[C:45]1[N:44]=[C:43]([NH:42][CH:28]([CH2:29][C:30]2[CH:35]=[CH:34][C:33]([O:36][C:37](=[O:41])[N:38]([CH3:39])[CH3:40])=[CH:32][CH:31]=2)[C:27]([OH:26])=[O:55])[C:48]([NH:49][CH2:1][S:63]([C:60]2[CH:61]=[CH:62][C:57]([F:56])=[CH:58][CH:59]=2)(=[O:65])=[O:64])=[CH:47][N:46]=1)[CH3:54], predict the reactants needed to synthesize it. The reactants are: [C:1](OC(=O)CCC1C=CC(OC(=O)N(C)C)=CC=1)(C)(C)C.C([O:26][C:27](=[O:55])[CH:28]([NH:42][C:43]1[C:48]([NH2:49])=[CH:47][N:46]=[C:45]([N:50]([CH2:53][CH3:54])[CH2:51][CH3:52])[N:44]=1)[CH2:29][C:30]1[CH:35]=[CH:34][C:33]([O:36][C:37](=[O:41])[N:38]([CH3:40])[CH3:39])=[CH:32][CH:31]=1)(C)(C)C.[F:56][C:57]1[CH:62]=[CH:61][C:60]([S:63](Cl)(=[O:65])=[O:64])=[CH:59][CH:58]=1.CN(C)CCCN.